From a dataset of M1 muscarinic receptor antagonist screen with 61,756 compounds. Binary Classification. Given a drug SMILES string, predict its activity (active/inactive) in a high-throughput screening assay against a specified biological target. The compound is O=c1n(CCCn2ccnc2)c(nc2c1cccc2)CN1C(=O)c2c(C1=O)cccc2. The result is 0 (inactive).